Task: Predict the reaction yield, written as a fraction of the theoretical maximum amount of product (1.0 means a 100% yield; for example, 0.34 means a 34% yield).. Dataset: Reaction yield outcomes from USPTO patents with 853,638 reactions (1) The reactants are [Br:1][C:2]1[N:3]=[C:4]([C:9]#[C:10][Si](C)(C)C)[C:5]([NH2:8])=[N:6][CH:7]=1.[H-].[Na+].[C:17]1([CH3:27])[CH:22]=[CH:21][C:20]([S:23](Cl)(=[O:25])=[O:24])=[CH:19][CH:18]=1. The catalyst is CN(C=O)C. The product is [Br:1][C:2]1[N:3]=[C:4]2[CH:9]=[CH:10][N:8]([S:23]([C:20]3[CH:21]=[CH:22][C:17]([CH3:27])=[CH:18][CH:19]=3)(=[O:25])=[O:24])[C:5]2=[N:6][CH:7]=1. The yield is 0.520. (2) The reactants are [CH:1]1([C:4]2[CH:9]=[CH:8][N:7]=[CH:6][C:5]=2[N:10]2[CH2:14][CH2:13][NH:12][C:11]2=[O:15])[CH2:3][CH2:2]1.[Cl:16][C:17]1[CH:22]=[C:21](I)[CH:20]=[C:19]([C:24]([F:27])([F:26])[F:25])[N:18]=1.CN[C@@H]1CCCC[C@H]1NC.P([O-])([O-])([O-])=O.[K+].[K+].[K+]. The catalyst is [Cu](I)I.O1CCOCC1. The product is [Cl:16][C:17]1[CH:22]=[C:21]([N:12]2[CH2:13][CH2:14][N:10]([C:5]3[CH:6]=[N:7][CH:8]=[CH:9][C:4]=3[CH:1]3[CH2:3][CH2:2]3)[C:11]2=[O:15])[CH:20]=[C:19]([C:24]([F:25])([F:26])[F:27])[N:18]=1. The yield is 0.100. (3) The reactants are C([O-])([O-])=O.[Cs+].[Cs+].F[C:8]1[CH:23]=[C:22]([C:24]([F:27])([F:26])[F:25])[CH:21]=[CH:20][C:9]=1[C:10]([NH:12][C:13]1[CH:18]=[CH:17][NH:16][C:15](=[O:19])[CH:14]=1)=[O:11].[F:28][C:29]1[CH:30]=[C:31]([OH:37])[CH:32]=[CH:33][C:34]=1[O:35][CH3:36]. The catalyst is CN(C=O)C. The product is [F:28][C:29]1[CH:30]=[C:31]([CH:32]=[CH:33][C:34]=1[O:35][CH3:36])[O:37][C:8]1[CH:23]=[C:22]([C:24]([F:27])([F:26])[F:25])[CH:21]=[CH:20][C:9]=1[C:10]([NH:12][C:13]1[CH:18]=[CH:17][NH:16][C:15](=[O:19])[CH:14]=1)=[O:11]. The yield is 0.540.